This data is from Full USPTO retrosynthesis dataset with 1.9M reactions from patents (1976-2016). The task is: Predict the reactants needed to synthesize the given product. (1) Given the product [Cl:35][C:32]1[CH:33]=[CH:34][C:29]([C:3]2[C:2]([NH:36][NH2:37])=[N:7][N:6]([CH2:8][C:9]3[C:10]([CH3:19])=[N:11][C:12]([C:15]([F:18])([F:17])[F:16])=[CH:13][CH:14]=3)[C:5](=[O:20])[C:4]=2[C:21]2[CH:22]=[CH:23][C:24]([C:25]#[N:26])=[CH:27][CH:28]=2)=[CH:30][CH:31]=1, predict the reactants needed to synthesize it. The reactants are: Br[C:2]1[C:3]([C:29]2[CH:34]=[CH:33][C:32]([Cl:35])=[CH:31][CH:30]=2)=[C:4]([C:21]2[CH:28]=[CH:27][C:24]([C:25]#[N:26])=[CH:23][CH:22]=2)[C:5](=[O:20])[N:6]([CH2:8][C:9]2[C:10]([CH3:19])=[N:11][C:12]([C:15]([F:18])([F:17])[F:16])=[CH:13][CH:14]=2)[N:7]=1.[NH2:36][NH2:37]. (2) Given the product [C:13]([O:17][C:18]([N:20]1[CH2:24][CH2:23][CH2:22][C@H:21]1[CH2:25][I:27])=[O:19])([CH3:16])([CH3:15])[CH3:14], predict the reactants needed to synthesize it. The reactants are: N(C(OCC)=O)=NC(OCC)=O.[C:13]([O:17][C:18]([N:20]1[CH2:24][CH2:23][CH2:22][C@H:21]1[CH2:25]O)=[O:19])([CH3:16])([CH3:15])[CH3:14].[I:27]I.C1(P(C2C=CC=CC=2)C2C=CC=CC=2)C=CC=CC=1. (3) Given the product [C:1]([C:3]1[CH:16]=[C:15]([F:17])[C:14]([N:18]2[C:23](=[O:24])[CH:22]=[C:21]([C:25]([F:27])([F:28])[F:26])[N:20]([CH3:29])[C:19]2=[O:30])=[CH:13][C:4]=1[O:5][C:6]1[CH:7]=[C:8]([CH:9]=[CH:10][CH:11]=1)[O:12][CH:38]([CH3:43])[C:39]([O:41][CH3:42])=[O:40])#[N:2], predict the reactants needed to synthesize it. The reactants are: [C:1]([C:3]1[CH:16]=[C:15]([F:17])[C:14]([N:18]2[C:23](=[O:24])[CH:22]=[C:21]([C:25]([F:28])([F:27])[F:26])[N:20]([CH3:29])[C:19]2=[O:30])=[CH:13][C:4]=1[O:5][C:6]1[CH:7]=[C:8]([OH:12])[CH:9]=[CH:10][CH:11]=1)#[N:2].C(=O)([O-])[O-].[K+].[K+].Br[CH:38]([CH3:43])[C:39]([O:41][CH3:42])=[O:40].O.